This data is from Forward reaction prediction with 1.9M reactions from USPTO patents (1976-2016). The task is: Predict the product of the given reaction. (1) The product is: [C:45]([NH:1][C:2]1[N:7]=[CH:6][C:5]([N:8]([CH3:28])[C:9](=[O:27])[C:10]([C:13]2[CH:14]=[C:15]([C:23]([F:26])([F:24])[F:25])[CH:16]=[C:17]([C:19]([F:20])([F:21])[F:22])[CH:18]=2)([CH3:12])[CH3:11])=[C:4]([C:29]2[CH:34]=[CH:33][CH:32]=[CH:31][C:30]=2[CH3:35])[CH:3]=1)(=[O:47])[CH3:46]. Given the reactants [NH2:1][C:2]1[N:7]=[CH:6][C:5]([N:8]([CH3:28])[C:9](=[O:27])[C:10]([C:13]2[CH:18]=[C:17]([C:19]([F:22])([F:21])[F:20])[CH:16]=[C:15]([C:23]([F:26])([F:25])[F:24])[CH:14]=2)([CH3:12])[CH3:11])=[C:4]([C:29]2[CH:34]=[CH:33][CH:32]=[CH:31][C:30]=2[CH3:35])[CH:3]=1.C(N(C(C)C)C(C)C)C.[C:45](OC(=O)C)(=[O:47])[CH3:46], predict the reaction product. (2) Given the reactants [Br:1][C:2]1[CH:18]=[CH:17][C:5]2[N:6]([C:10]3[CH:15]=[CH:14][C:13]([F:16])=[CH:12][CH:11]=3)[C:7](=[O:9])[NH:8][C:4]=2[CH:3]=1.[CH3:19][Si]([N-][Si](C)(C)C)(C)C.[Li+].CI.S(=O)(=O)(O)O, predict the reaction product. The product is: [Br:1][C:2]1[CH:18]=[CH:17][C:5]2[N:6]([C:10]3[CH:15]=[CH:14][C:13]([F:16])=[CH:12][CH:11]=3)[C:7](=[O:9])[N:8]([CH3:19])[C:4]=2[CH:3]=1. (3) Given the reactants [CH2:1]([O:4][C:5]1([CH2:12][N:13]2[C:17]([CH3:18])=[C:16]([I:19])[CH:15]=[N:14]2)[CH2:11][CH2:10][CH2:9][CH2:8][CH2:7][CH2:6]1)[CH:2]=[CH2:3].C12BC(CCC1)CCC2.[O:29]1CCCC1.[OH-].[Na+].OO, predict the reaction product. The product is: [I:19][C:16]1[CH:15]=[N:14][N:13]([CH2:12][C:5]2([O:4][CH2:1][CH2:2][CH2:3][OH:29])[CH2:11][CH2:10][CH2:9][CH2:8][CH2:7][CH2:6]2)[C:17]=1[CH3:18].